Dataset: Catalyst prediction with 721,799 reactions and 888 catalyst types from USPTO. Task: Predict which catalyst facilitates the given reaction. (1) Reactant: B(Br)(Br)Br.C[O:6][C:7]1[CH:31]=[CH:30][C:10]2[C:11]3[C:12]4[N:17]5[C:18](=[N:19][CH:20]=[C:16]5[CH2:15][CH2:14][C:13]=4[CH:21]=[C:22]([C:24]4[CH:29]=[CH:28][CH:27]=[CH:26][CH:25]=4)[CH:23]=3)[C:9]=2[CH:8]=1. The catalyst class is: 4. Product: [C:24]1([C:22]2[CH:23]=[C:11]3[C:12]4[N:17]5[C:16](=[CH:20][N:19]=[C:18]5[C:9]5[CH:8]=[C:7]([OH:6])[CH:31]=[CH:30][C:10]3=5)[CH2:15][CH2:14][C:13]=4[CH:21]=2)[CH:29]=[CH:28][CH:27]=[CH:26][CH:25]=1. (2) Reactant: [Cl:1][C:2]1[CH:7]=[CH:6][C:5](/[CH:8]=[CH:9]/[C:10]([OH:12])=O)=[C:4]([CH2:13][N:14]2[N:18]=[N:17][C:16]([CH3:19])=[N:15]2)[CH:3]=1.[OH:20][C:21]1([CH2:27][N:28]2[CH:32]=[C:31]([C:33]([O:35][CH2:36][CH3:37])=[O:34])[CH:30]=[N:29]2)[CH2:26][CH2:25][NH:24][CH2:23][CH2:22]1.CCN(C(C)C)C(C)C.C(P1(=O)OP(CCC)(=O)OP(CCC)(=O)O1)CC. Product: [Cl:1][C:2]1[CH:7]=[CH:6][C:5](/[CH:8]=[CH:9]/[C:10]([N:24]2[CH2:25][CH2:26][C:21]([CH2:27][N:28]3[CH:32]=[C:31]([C:33]([O:35][CH2:36][CH3:37])=[O:34])[CH:30]=[N:29]3)([OH:20])[CH2:22][CH2:23]2)=[O:12])=[C:4]([CH2:13][N:14]2[N:18]=[N:17][C:16]([CH3:19])=[N:15]2)[CH:3]=1. The catalyst class is: 3. (3) The catalyst class is: 42. Reactant: [Cl:1][C:2]1[CH:7]=[C:6]([F:8])[CH:5]=[CH:4][C:3]=1[NH:9][S:10]([CH:13]1[C:18]([C:19]([O:21][CH2:22][CH3:23])=[O:20])=[CH:17][CH2:16][CH2:15][CH2:14]1)(=[O:12])=[O:11].[C:24]([O:27][CH2:28]Br)(=[O:26])[CH3:25].C(=O)([O-])[O-].[K+].[K+]. Product: [C:24]([O:27][CH2:28][N:9]([C:3]1[CH:4]=[CH:5][C:6]([F:8])=[CH:7][C:2]=1[Cl:1])[S:10]([CH:13]1[C:18]([C:19]([O:21][CH2:22][CH3:23])=[O:20])=[CH:17][CH2:16][CH2:15][CH2:14]1)(=[O:11])=[O:12])(=[O:26])[CH3:25]. (4) Reactant: C([Li])CCC.C(NC(C)C)(C)C.[Br:13][C:14]1[CH:19]=[CH:18][C:17]([NH2:20])=[C:16]([F:21])[CH:15]=1.[Cl:22][C:23]1[C:24](=[O:36])[N:25]2[C:29](=[C:30]([C:33]([OH:35])=[O:34])[C:31]=1Cl)[CH2:28][CH2:27][CH2:26]2. Product: [Br:13][C:14]1[CH:19]=[CH:18][C:17]([NH:20][C:31]2[C:30]([C:33]([OH:35])=[O:34])=[C:29]3[N:25]([CH2:26][CH2:27][CH2:28]3)[C:24](=[O:36])[C:23]=2[Cl:22])=[C:16]([F:21])[CH:15]=1. The catalyst class is: 1. (5) Reactant: CC1C=CC(S(O[CH2:12][C@@H:13]2[O:26][C:17]3=[C:18]4[C:23](=[CH:24][CH:25]=[C:16]3[O:15][CH2:14]2)[N:22]=[CH:21][CH:20]=[CH:19]4)(=O)=O)=CC=1.[NH:27]1[CH2:32][CH:31]=[C:30]([C:33]2[C:41]3[C:36](=[CH:37][CH:38]=[CH:39][CH:40]=3)[NH:35][CH:34]=2)[CH2:29][CH2:28]1. Product: [NH:35]1[C:36]2[C:41](=[CH:40][CH:39]=[CH:38][CH:37]=2)[C:33]([C:30]2[CH2:31][CH2:32][N:27]([CH2:12][CH:13]3[O:26][C:17]4=[C:18]5[C:23](=[CH:24][CH:25]=[C:16]4[O:15][CH2:14]3)[N:22]=[CH:21][CH:20]=[CH:19]5)[CH2:28][CH:29]=2)=[CH:34]1. The catalyst class is: 16.